Predict the reaction yield, written as a fraction of the theoretical maximum amount of product (1.0 means a 100% yield; for example, 0.34 means a 34% yield). From a dataset of Reaction yield outcomes from USPTO patents with 853,638 reactions. (1) The reactants are [CH3:1][O:2][C:3]([C:5]1[CH:10]=[CH:9][C:8]([N+:11]([O-])=O)=[C:7]([NH2:14])[N:6]=1)=[O:4]. The catalyst is CO. The product is [CH3:1][O:2][C:3]([C:5]1[CH:10]=[CH:9][C:8]([NH2:11])=[C:7]([NH2:14])[N:6]=1)=[O:4]. The yield is 0.790. (2) The reactants are C1(P(=O)(C2C=CC=CC=2)C2C=CC=CC=2)C=CC=CC=1.FC(F)(F)S(OS(C(F)(F)F)(=O)=O)(=O)=O.C([S:43][C:44]([CH3:81])([CH2:74][N:75]1[CH2:80][CH2:79][S:78][CH2:77][CH2:76]1)[CH2:45][NH:46][C:47]([C:49]1[NH:50][C:51]2[C:56]([CH:57]=1)=[CH:55][C:54]([O:58][CH2:59][CH2:60][O:61][CH3:62])=[CH:53][C:52]=2[N:63]([CH3:73])[S:64]([C:67]1[CH:72]=[CH:71][CH:70]=[CH:69][N:68]=1)(=[O:66])=[O:65])=O)C1C=CC=CC=1.C1(SC)C=CC=CC=1.C(=O)(O)[O-].[Na+]. The catalyst is ClCCl. The product is [CH3:62][O:61][CH2:60][CH2:59][O:58][C:54]1[CH:55]=[C:56]2[C:51](=[C:52]([N:63]([CH3:73])[S:64]([C:67]3[CH:72]=[CH:71][CH:70]=[CH:69][N:68]=3)(=[O:66])=[O:65])[CH:53]=1)[NH:50][C:49]([C:47]1[S:43][C:44]([CH3:81])([CH2:74][N:75]3[CH2:76][CH2:77][S:78][CH2:79][CH2:80]3)[CH2:45][N:46]=1)=[CH:57]2. The yield is 0.150. (3) The reactants are [N:1]1[CH:6]=[CH:5][CH:4]=[C:3]([C:7]2[CH:8]=[C:9]([CH:14]=[CH:15][CH:16]=2)[C:10](OC)=[O:11])[CH:2]=1.[NH2:17][NH2:18].C(OCC)C. The catalyst is CO. The product is [N:1]1[CH:6]=[CH:5][CH:4]=[C:3]([C:7]2[CH:8]=[C:9]([CH:14]=[CH:15][CH:16]=2)[C:10]([NH:17][NH2:18])=[O:11])[CH:2]=1. The yield is 0.350. (4) The reactants are [CH3:1][C:2]1[CH:7]=[CH:6][N:5]=[CH:4][C:3]=1[C:8]1[CH:17]=[C:16]2[C:11]([CH:12]=[C:13]([NH2:18])[N:14]=[CH:15]2)=[CH:10][CH:9]=1.Br[C:20]1[CH:25]=[C:24]([CH2:26][OH:27])[CH:23]=[CH:22][N:21]=1. No catalyst specified. The product is [CH3:1][C:2]1[CH:7]=[CH:6][N:5]=[CH:4][C:3]=1[C:8]1[CH:17]=[C:16]2[C:11]([CH:12]=[C:13]([NH:18][C:20]3[CH:25]=[C:24]([CH2:26][OH:27])[CH:23]=[CH:22][N:21]=3)[N:14]=[CH:15]2)=[CH:10][CH:9]=1. The yield is 0.440. (5) The reactants are [F:1][CH:2]([F:22])[C:3]1[N:8]2[CH:9]=[N:10][CH:11]=[C:7]2[N:6]=[C:5]([C:12]2[CH:17]=[CH:16][C:15]([C:18]([F:21])([F:20])[F:19])=[CH:14][CH:13]=2)[CH:4]=1.C([O-])(=O)C.[Na+].[I:28]Cl. The catalyst is C(O)(=O)C.O. The product is [F:22][CH:2]([F:1])[C:3]1[N:8]2[CH:9]=[N:10][C:11]([I:28])=[C:7]2[N:6]=[C:5]([C:12]2[CH:13]=[CH:14][C:15]([C:18]([F:21])([F:20])[F:19])=[CH:16][CH:17]=2)[CH:4]=1. The yield is 1.00. (6) The reactants are FC(F)(F)C(O)=O.[O:8]1[CH2:13][CH2:12][CH2:11][C@H:10]([NH2:14])[CH2:9]1.[Cl:15][C:16]1[CH:24]=[C:23]2[C:19]([C:20]([C:26]3[N:27]=[C:28]4[C:34]([C:35](O)=[O:36])=[CH:33][N:32]([CH2:38][O:39][CH2:40][CH2:41][Si:42]([CH3:45])([CH3:44])[CH3:43])[C:29]4=[N:30][CH:31]=3)=[N:21][N:22]2[CH3:25])=[CH:18][CH:17]=1.F[B-](F)(F)F.N1(OC(N(C)C)=[N+](C)C)C2C=CC=CC=2N=N1.C(N(CC)C(C)C)(C)C. The catalyst is C(#N)C.C(OCC)(=O)C.O. The product is [O:8]1[CH2:13][CH2:12][CH2:11][C@H:10]([NH:14][C:35]([C:34]2[C:28]3[C:29](=[N:30][CH:31]=[C:26]([C:20]4[C:19]5[C:23](=[CH:24][C:16]([Cl:15])=[CH:17][CH:18]=5)[N:22]([CH3:25])[N:21]=4)[N:27]=3)[N:32]([CH2:38][O:39][CH2:40][CH2:41][Si:42]([CH3:45])([CH3:44])[CH3:43])[CH:33]=2)=[O:36])[CH2:9]1. The yield is 0.580.